From a dataset of Reaction yield outcomes from USPTO patents with 853,638 reactions. Predict the reaction yield, written as a fraction of the theoretical maximum amount of product (1.0 means a 100% yield; for example, 0.34 means a 34% yield). (1) The catalyst is ClCCl. The product is [CH3:1][N:2]([CH3:22])[C:3]([N:5]1[CH2:9][CH:8]2[CH2:10][C:11]([CH2:13][CH:14]3[CH2:19][CH2:18][CH2:17][CH2:16][CH2:15]3)([CH:20]=[O:34])[CH2:12][CH:7]2[CH2:6]1)=[O:4]. The reactants are [CH3:1][N:2]([CH3:22])[C:3]([N:5]1[CH2:9][CH:8]2[CH2:10][C:11]([C:20]#N)([CH2:13][CH:14]3[CH2:19][CH2:18][CH2:17][CH2:16][CH2:15]3)[CH2:12][CH:7]2[CH2:6]1)=[O:4].[H-].C([Al+]CC(C)C)C(C)C.C(C(C(C([O-])=O)O)O)([O-])=[O:34].[Na+].[K+]. The yield is 0.330. (2) The product is [Br:1][C:2]1[CH:3]=[CH:4][C:5]([C:8]([NH:37][CH2:36][CH2:35][N:34]([CH3:38])[CH3:33])=[O:10])=[CH:6][CH:7]=1. The reactants are [Br:1][C:2]1[CH:7]=[CH:6][C:5]([C:8]([OH:10])=O)=[CH:4][CH:3]=1.ON1C2C=CC=CC=2N=N1.Cl.C(N=C=NCCCN(C)C)C.[CH3:33][N:34]([CH3:38])[CH2:35][CH2:36][NH2:37].C(=O)([O-])O.[Na+]. The yield is 0.940. The catalyst is CN(C)C=O.